Dataset: Reaction yield outcomes from USPTO patents with 853,638 reactions. Task: Predict the reaction yield, written as a fraction of the theoretical maximum amount of product (1.0 means a 100% yield; for example, 0.34 means a 34% yield). (1) The reactants are Br[C:2]1[CH:3]=[CH:4][C:5]([NH:8][C:9](=[O:28])[CH2:10][C:11]2[CH:16]=[CH:15][C:14]([O:17][C:18]3[CH:23]=[CH:22][C:21]([N+:24]([O-:26])=[O:25])=[C:20]([OH:27])[CH:19]=3)=[CH:13][CH:12]=2)=[N:6][CH:7]=1.[Cl:29][C:30]1[CH:31]=[C:32](B(O)O)[CH:33]=[CH:34][CH:35]=1.C([O-])([O-])=O.[Na+].[Na+]. The yield is 0.400. The product is [Cl:29][C:30]1[CH:35]=[C:34]([C:2]2[CH:3]=[CH:4][C:5]([NH:8][C:9](=[O:28])[CH2:10][C:11]3[CH:16]=[CH:15][C:14]([O:17][C:18]4[CH:23]=[CH:22][C:21]([N+:24]([O-:26])=[O:25])=[C:20]([OH:27])[CH:19]=4)=[CH:13][CH:12]=3)=[N:6][CH:7]=2)[CH:33]=[CH:32][CH:31]=1. The catalyst is COCCOC.C1C=CC([P]([Pd]([P](C2C=CC=CC=2)(C2C=CC=CC=2)C2C=CC=CC=2)([P](C2C=CC=CC=2)(C2C=CC=CC=2)C2C=CC=CC=2)[P](C2C=CC=CC=2)(C2C=CC=CC=2)C2C=CC=CC=2)(C2C=CC=CC=2)C2C=CC=CC=2)=CC=1. (2) The product is [CH3:17][N:14]1[CH2:15][CH2:16][N:11]([C:4]2[CH:5]=[CH:6][C:7]([N+:8]([O-:10])=[O:9])=[C:2]([C:26]3[S:27][CH:28]=[CH:29][C:30]=3[CH3:31])[CH:3]=2)[CH2:12][CH2:13]1. The yield is 0.630. The reactants are Br[C:2]1[CH:3]=[C:4]([N:11]2[CH2:16][CH2:15][N:14]([CH3:17])[CH2:13][CH2:12]2)[CH:5]=[CH:6][C:7]=1[N+:8]([O-:10])=[O:9].CC1(C)C(C)(C)OB([C:26]2[S:27][CH:28]=[CH:29][C:30]=2[CH3:31])O1.C1(C)C=CC=CC=1.C([O-])([O-])=O.[Na+].[Na+]. The catalyst is C1C=CC([P]([Pd]([P](C2C=CC=CC=2)(C2C=CC=CC=2)C2C=CC=CC=2)([P](C2C=CC=CC=2)(C2C=CC=CC=2)C2C=CC=CC=2)[P](C2C=CC=CC=2)(C2C=CC=CC=2)C2C=CC=CC=2)(C2C=CC=CC=2)C2C=CC=CC=2)=CC=1.CCOC(C)=O.C(O)C. (3) The catalyst is CS(C)=O. The yield is 0.590. The reactants are [NH2:1][C:2]1[CH:7]=[CH:6][C:5]([CH:8]2[N:12]([C:13]3[CH:18]=[CH:17][C:16]([C:19]([CH3:22])([CH3:21])[CH3:20])=[CH:15][CH:14]=3)[CH:11]([C:23]3[CH:28]=[CH:27][C:26]([C:29]4[N:30]=[C:31]([C@@H:34]5[CH2:38][CH2:37][CH2:36][N:35]5[C:39]([O:41][C:42]([CH3:45])([CH3:44])[CH3:43])=[O:40])[NH:32][CH:33]=4)=[CH:25][CH:24]=3)[CH2:10][CH2:9]2)=[CH:4][CH:3]=1.[C:46]([O:50][C:51]([N:53]1[CH2:57][CH2:56][CH2:55][C@H:54]1[C:58](O)=[O:59])=[O:52])([CH3:49])([CH3:48])[CH3:47].CN(C(ON1N=NC2C=CC=NC1=2)=[N+](C)C)C.F[P-](F)(F)(F)(F)F.CCN(C(C)C)C(C)C. The product is [C:42]([O:41][C:39]([N:35]1[CH2:36][CH2:37][CH2:38][C@H:34]1[C:31]1[NH:32][CH:33]=[C:29]([C:26]2[CH:27]=[CH:28][C:23]([CH:11]3[N:12]([C:13]4[CH:18]=[CH:17][C:16]([C:19]([CH3:21])([CH3:22])[CH3:20])=[CH:15][CH:14]=4)[CH:8]([C:5]4[CH:4]=[CH:3][C:2]([NH:1][C:58]([C@H:54]5[CH2:55][CH2:56][CH2:57][N:53]5[C:51]([O:50][C:46]([CH3:49])([CH3:48])[CH3:47])=[O:52])=[O:59])=[CH:7][CH:6]=4)[CH2:9][CH2:10]3)=[CH:24][CH:25]=2)[N:30]=1)=[O:40])([CH3:45])([CH3:44])[CH3:43].